Task: Predict the reactants needed to synthesize the given product.. Dataset: Full USPTO retrosynthesis dataset with 1.9M reactions from patents (1976-2016) (1) Given the product [CH3:17][P:15]([C:12]1[CH:13]=[CH:14][C:9]([NH:8][C:4]2[N:3]=[C:2]([NH:26][N:27]3[CH2:32][CH2:31][O:30][CH2:29][CH2:28]3)[N:7]=[CH:6][N:5]=2)=[CH:10][CH:11]=1)([CH3:18])=[O:16], predict the reactants needed to synthesize it. The reactants are: Cl[C:2]1[N:7]=[CH:6][N:5]=[C:4]([NH:8][C:9]2[CH:14]=[CH:13][C:12]([P:15]([CH3:18])([CH3:17])=[O:16])=[CH:11][CH:10]=2)[N:3]=1.C(N(CC)CC)C.[NH2:26][N:27]1[CH2:32][CH2:31][O:30][CH2:29][CH2:28]1. (2) The reactants are: CC1C=CC(S(OCC2CC3C=CC=C(C(C)(C)C)C=3O2)(=O)=O)=CC=1.[N-]=[N+]=[N-].[Na+].[N:30]([CH2:33][CH:34]1[CH2:38][C:37]2[CH:39]=[CH:40][CH:41]=[C:42]([C:43]([CH3:46])([CH3:45])[CH3:44])[C:36]=2[O:35]1)=[N+]=[N-].[N-]=[N+]=[N-]. Given the product [C:43]([C:42]1[C:36]2[O:35][CH:34]([CH2:33][NH2:30])[CH2:38][C:37]=2[CH:39]=[CH:40][CH:41]=1)([CH3:46])([CH3:44])[CH3:45], predict the reactants needed to synthesize it. (3) Given the product [CH3:25][C:20]1([CH3:26])[C:21]([CH3:24])([CH3:23])[O:22][B:18]([C:2]2[CH:17]=[CH:16][C:5]([CH2:6][N:7]3[C:11]4[CH:12]=[CH:13][CH:14]=[CH:15][C:10]=4[N:9]=[CH:8]3)=[CH:4][CH:3]=2)[O:19]1, predict the reactants needed to synthesize it. The reactants are: Br[C:2]1[CH:17]=[CH:16][C:5]([CH2:6][N:7]2[C:11]3[CH:12]=[CH:13][CH:14]=[CH:15][C:10]=3[N:9]=[CH:8]2)=[CH:4][CH:3]=1.[B:18]1([B:18]2[O:22][C:21]([CH3:24])([CH3:23])[C:20]([CH3:26])([CH3:25])[O:19]2)[O:22][C:21]([CH3:24])([CH3:23])[C:20]([CH3:26])([CH3:25])[O:19]1.ClCCl.C([O-])(=O)C.[K+]. (4) Given the product [CH:19]1([CH:17]([C:3]2[C:2]([CH3:1])=[CH:6][N:5]([C:7]3[CH:12]=[CH:11][CH:10]=[C:9]([C:13]([F:16])([F:14])[F:15])[CH:8]=3)[CH:4]=2)[OH:18])[CH2:24][CH2:23][CH2:22][CH2:21][CH2:20]1, predict the reactants needed to synthesize it. The reactants are: [CH3:1][C:2]1[C:3]([CH:17]=[O:18])=[CH:4][N:5]([C:7]2[CH:12]=[CH:11][CH:10]=[C:9]([C:13]([F:16])([F:15])[F:14])[CH:8]=2)[CH:6]=1.[CH:19]1([Mg]Br)[CH2:24][CH2:23][CH2:22][CH2:21][CH2:20]1.O1CCCC1.[Cl-].[NH4+]. (5) The reactants are: [CH3:1][N:2]1[C:10]2[C:5](=[CH:6][CH:7]=[CH:8][CH:9]=2)[C:4]([C:11]2[N:16]=[C:15]3[C:17]([C:28]([O:30]C)=[O:29])=[CH:18][N:19](COC(=O)C(C)(C)C)[C:14]3=[N:13][CH:12]=2)=[N:3]1.[OH-].[K+]. Given the product [CH3:1][N:2]1[C:10]2[C:5](=[CH:6][CH:7]=[CH:8][CH:9]=2)[C:4]([C:11]2[N:16]=[C:15]3[C:17]([C:28]([OH:30])=[O:29])=[CH:18][NH:19][C:14]3=[N:13][CH:12]=2)=[N:3]1, predict the reactants needed to synthesize it. (6) Given the product [OH:30][C:31]1[CH:36]=[CH:35][C:34]([C:10]2[CH:11]=[C:6]([C:4]([OH:3])=[O:5])[C:7]3[C:15](/[CH:16]=[CH:17]/[C:18]4[CH:19]=[CH:20][CH:21]=[CH:22][CH:23]=4)=[N:14][N:13]([CH:24]4[CH2:29][CH2:28][CH2:27][CH2:26][O:25]4)[C:8]=3[N:9]=2)=[CH:33][CH:32]=1, predict the reactants needed to synthesize it. The reactants are: C([O:3][C:4]([C:6]1[C:7]2[C:15](/[CH:16]=[CH:17]/[C:18]3[CH:23]=[CH:22][CH:21]=[CH:20][CH:19]=3)=[N:14][N:13]([CH:24]3[CH2:29][CH2:28][CH2:27][CH2:26][O:25]3)[C:8]=2[N:9]=[C:10](Cl)[CH:11]=1)=[O:5])C.[OH:30][C:31]1[CH:36]=[CH:35][C:34](B(O)O)=[CH:33][CH:32]=1.C(=O)([O-])[O-].[Cs+].[Cs+]. (7) Given the product [N:32]1([C:2]2[N:7]=[CH:6][C:5]([NH:8][C:9]([C:11]3[N:23]([CH2:24][C:25]4[CH:30]=[CH:29][CH:28]=[C:27]([F:31])[CH:26]=4)[C:14]4=[N:15][C:16]([C:19]([F:22])([F:21])[F:20])=[CH:17][CH:18]=[C:13]4[CH:12]=3)=[O:10])=[CH:4][CH:3]=2)[CH2:36][CH2:35][CH2:34][CH2:33]1, predict the reactants needed to synthesize it. The reactants are: Cl[C:2]1[N:7]=[CH:6][C:5]([NH:8][C:9]([C:11]2[N:23]([CH2:24][C:25]3[CH:30]=[CH:29][CH:28]=[C:27]([F:31])[CH:26]=3)[C:14]3=[N:15][C:16]([C:19]([F:22])([F:21])[F:20])=[CH:17][CH:18]=[C:13]3[CH:12]=2)=[O:10])=[CH:4][CH:3]=1.[NH:32]1[CH2:36][CH2:35][CH2:34][CH2:33]1. (8) Given the product [C:16]([C:9]1[CH:8]=[C:7]2[C:12](=[CH:11][CH:10]=1)[N:4]([CH2:3][C:2]([F:1])([F:14])[F:15])[C:5](=[O:13])[CH2:6]2)(=[O:18])[CH3:17], predict the reactants needed to synthesize it. The reactants are: [F:1][C:2]([F:15])([F:14])[CH2:3][N:4]1[C:12]2[C:7](=[CH:8][CH:9]=[CH:10][CH:11]=2)[CH2:6][C:5]1=[O:13].[C:16](Cl)(=[O:18])[CH3:17].[Cl-].[Cl-].[Cl-].[Al+3]. (9) The reactants are: ClC1C(C(=O)N(CCCC)CCCC)=NN(C2C=CC(C(O)=O)=CC=2C(OCC)=O)C=1C.[Cl:33][C:34]1[C:35]([N:61]([CH2:65][CH2:66][CH3:67])[CH2:62][CH2:63][CH3:64])=[N:36][N:37]([C:40]2[CH:55]=[CH:54][C:43]([C:44]([O:46]CC3C=CC=CC=3)=[O:45])=[CH:42][C:41]=2[C:56]([O:58][CH2:59][CH3:60])=[O:57])[C:38]=1[CH3:39]. Given the product [Cl:33][C:34]1[C:35]([N:61]([CH2:62][CH2:63][CH3:64])[CH2:65][CH2:66][CH3:67])=[N:36][N:37]([C:40]2[CH:55]=[CH:54][C:43]([C:44]([OH:46])=[O:45])=[CH:42][C:41]=2[C:56]([O:58][CH2:59][CH3:60])=[O:57])[C:38]=1[CH3:39], predict the reactants needed to synthesize it.